Dataset: Forward reaction prediction with 1.9M reactions from USPTO patents (1976-2016). Task: Predict the product of the given reaction. (1) Given the reactants [CH3:1][O:2][C:3]1[CH:4]=[CH:5][CH:6]=[C:7]2[C:11]=1[CH:10]([NH:12][C:13]1[CH:22]=[CH:21][C:20]3[C:15](=[CH:16][CH:17]=[C:18]([NH2:23])[CH:19]=3)[N:14]=1)[CH2:9][CH2:8]2.[N:24]1([CH2:29][C:30](O)=[O:31])[CH:28]=[CH:27][N:26]=[CH:25]1, predict the reaction product. The product is: [N:24]1([CH2:29][C:30]([NH:23][C:18]2[CH:19]=[C:20]3[C:15](=[CH:16][CH:17]=2)[N:14]=[C:13]([NH:12][CH:10]2[C:11]4[C:7](=[CH:6][CH:5]=[CH:4][C:3]=4[O:2][CH3:1])[CH2:8][CH2:9]2)[CH:22]=[CH:21]3)=[O:31])[CH:28]=[CH:27][N:26]=[CH:25]1. (2) Given the reactants [NH2:1][C:2]1[CH:24]=[CH:23][C:5]2[O:6][C@@H:7]([CH2:21][OH:22])[CH2:8][N:9]([S:10]([C:13]3[CH:14]=[C:15]([CH:18]=[CH:19][CH:20]=3)[C:16]#[N:17])(=[O:12])=[O:11])[C:4]=2[CH:3]=1.C(N(CC)C(C)C)(C)C.[Cl:34][C:35]1[CH:43]=[CH:42][CH:41]=[C:40]([F:44])[C:36]=1[C:37](Cl)=[O:38], predict the reaction product. The product is: [Cl:34][C:35]1[CH:43]=[CH:42][CH:41]=[C:40]([F:44])[C:36]=1[C:37]([NH:1][C:2]1[CH:24]=[CH:23][C:5]2[O:6][C@@H:7]([CH2:21][OH:22])[CH2:8][N:9]([S:10]([C:13]3[CH:20]=[CH:19][CH:18]=[C:15]([C:16]#[N:17])[CH:14]=3)(=[O:12])=[O:11])[C:4]=2[CH:3]=1)=[O:38]. (3) Given the reactants [F:1][C:2]1[CH:19]=[CH:18][C:17]([C:20]([F:23])([F:22])[F:21])=[CH:16][C:3]=1[O:4][C:5]1[C:14]2[CH:13]=[CH:12][CH:11]=[C:10]([NH2:15])[C:9]=2[CH:8]=[CH:7][N:6]=1.[Cl:24][C:25]1[CH:33]=[CH:32][C:31]([CH2:34][NH:35][C:36](=[O:41])[C:37]([CH3:40])([CH3:39])[CH3:38])=[CH:30][C:26]=1[C:27](O)=[O:28].C(Cl)(=O)C(Cl)=O.CCN(C(C)C)C(C)C, predict the reaction product. The product is: [Cl:24][C:25]1[CH:33]=[CH:32][C:31]([CH2:34][NH:35][C:36](=[O:41])[C:37]([CH3:39])([CH3:38])[CH3:40])=[CH:30][C:26]=1[C:27]([NH:15][C:10]1[CH:11]=[CH:12][CH:13]=[C:14]2[C:9]=1[CH:8]=[CH:7][N:6]=[C:5]2[O:4][C:3]1[CH:16]=[C:17]([C:20]([F:21])([F:23])[F:22])[CH:18]=[CH:19][C:2]=1[F:1])=[O:28]. (4) Given the reactants [C:1]1([C@H:7]([NH:9][CH2:10][CH:11]([C:14]2[CH:19]=[CH:18][C:17]([Br:20])=[CH:16][CH:15]=2)[CH2:12][OH:13])[CH3:8])[CH:6]=[CH:5][CH:4]=[CH:3][CH:2]=1.C(N(CC)CC)C.Cl[CH2:29][C:30](Cl)=[O:31].[OH-].[K+], predict the reaction product. The product is: [Br:20][C:17]1[CH:16]=[CH:15][C:14]([C@@H:11]2[CH2:12][O:13][CH2:29][C:30](=[O:31])[N:9]([C@@H:7]([C:1]3[CH:6]=[CH:5][CH:4]=[CH:3][CH:2]=3)[CH3:8])[CH2:10]2)=[CH:19][CH:18]=1. (5) Given the reactants F[B-](F)(F)F.[CH3:6][O+:7]([CH3:9])C.[C:10]([NH:14][C:15]1[C:16]([CH3:35])=[N:17][C:18]2[C:23]([N:24]=1)=[C:22]([C:25]1[NH:33][C:32]3[CH2:31][CH2:30][NH:29]C(=O)[C:27]=3[CH:26]=1)[CH:21]=[CH:20][CH:19]=2)([CH3:13])([CH3:12])[CH3:11].CO, predict the reaction product. The product is: [C:10]([NH:14][C:15]1[C:16]([CH3:35])=[N:17][C:18]2[C:23](=[C:22]([C:25]3[NH:33][C:32]4[CH2:31][CH2:30][N:29]=[C:6]([O:7][CH3:9])[C:27]=4[CH:26]=3)[CH:21]=[CH:20][CH:19]=2)[N:24]=1)([CH3:11])([CH3:13])[CH3:12]. (6) Given the reactants [F:1][C:2]1[CH:7]=[CH:6][CH:5]=[C:4]([F:8])[C:3]=1[C:9]1[NH:10][C:11]2[C:16]([CH:17]=1)=[CH:15][C:14](B1OC(C)(C)C(C)(C)O1)=[CH:13][CH:12]=2.[CH2:27]([N:29]1[C:33](OS(C(F)(F)F)(=O)=O)=[CH:32][C:31]([C:42]([F:45])([F:44])[F:43])=[N:30]1)[CH3:28], predict the reaction product. The product is: [F:8][C:4]1[CH:5]=[CH:6][CH:7]=[C:2]([F:1])[C:3]=1[C:9]1[NH:10][C:11]2[C:16]([CH:17]=1)=[CH:15][C:14]([C:33]1[N:29]([CH2:27][CH3:28])[N:30]=[C:31]([C:42]([F:43])([F:45])[F:44])[CH:32]=1)=[CH:13][CH:12]=2. (7) Given the reactants C([O:3][C:4](=O)[C:5]([C:8]1[CH:17]=[CH:16][CH:15]=[CH:14][C:9]=1[C:10](OC)=[O:11])([F:7])[F:6])C.C1COCC1.[BH4-].[Li+], predict the reaction product. The product is: [F:6][C:5]([F:7])([C:8]1[CH:17]=[CH:16][CH:15]=[CH:14][C:9]=1[CH2:10][OH:11])[CH2:4][OH:3]. (8) Given the reactants CN(CC[O:6][CH2:7]CN(C)C)C.C([Mg]Cl)(C)C.C1C[O:20]CC1.[CH2:22]([NH:29][C:30]1[N:35]2[N:36]=[CH:37][C:38](Br)=[C:34]2[N:33]=[CH:32][C:31]=1[C:40]([N:42]1[CH2:47][CH2:46][CH:45]([C:48]2[CH:53]=[CH:52][CH:51]=[CH:50][CH:49]=2)[CH2:44][CH2:43]1)=[O:41])[C:23]1[CH:28]=[CH:27][CH:26]=[CH:25][CH:24]=1, predict the reaction product. The product is: [CH2:22]([NH:29][C:30]1[N:35]2[N:36]=[CH:37][C:38]([C:7]([OH:6])=[O:20])=[C:34]2[N:33]=[CH:32][C:31]=1[C:40]([N:42]1[CH2:47][CH2:46][CH:45]([C:48]2[CH:53]=[CH:52][CH:51]=[CH:50][CH:49]=2)[CH2:44][CH2:43]1)=[O:41])[C:23]1[CH:28]=[CH:27][CH:26]=[CH:25][CH:24]=1. (9) The product is: [F:1][C:2]([C:5]1[N:6]=[C:7]([CH2:10][N:11]2[N:15]=[C:14]([NH:16][C:30]([C:26]3[N:27]=[CH:28][O:29][C:25]=3[C:21]3[CH:22]=[CH:23][CH:24]=[C:19]([O:18][CH3:17])[CH:20]=3)=[O:31])[CH:13]=[N:12]2)[S:8][CH:9]=1)([F:4])[CH3:3]. Given the reactants [F:1][C:2]([C:5]1[N:6]=[C:7]([CH2:10][N:11]2[N:15]=[C:14]([NH2:16])[CH:13]=[N:12]2)[S:8][CH:9]=1)([F:4])[CH3:3].[CH3:17][O:18][C:19]1[CH:20]=[C:21]([C:25]2[O:29][CH:28]=[N:27][C:26]=2[C:30](O)=[O:31])[CH:22]=[CH:23][CH:24]=1, predict the reaction product.